This data is from Forward reaction prediction with 1.9M reactions from USPTO patents (1976-2016). The task is: Predict the product of the given reaction. (1) Given the reactants C(=O)([O-])[O-].[Cs+].[Cs+].[NH:7]1[C:15]2[C:10](=[CH:11][C:12]([C:16]3[C:21]4=[N:22][S:23](=[O:27])(=[O:26])[CH2:24][CH2:25][N:20]4[CH:19]=[CH:18][CH:17]=3)=[CH:13][CH:14]=2)[CH:9]=[CH:8]1.Br[CH2:29][CH2:30][C:31]1[CH:36]=[CH:35][C:34]([F:37])=[CH:33][CH:32]=1.O, predict the reaction product. The product is: [F:37][C:34]1[CH:35]=[CH:36][C:31]([CH2:30][CH2:29][N:7]2[C:15]3[C:10](=[CH:11][C:12]([CH:16]4[C:21]5=[N:22][S:23](=[O:27])(=[O:26])[CH2:24][CH2:25][N:20]5[CH2:19][CH2:18][CH2:17]4)=[CH:13][CH:14]=3)[CH:9]=[CH:8]2)=[CH:32][CH:33]=1. (2) Given the reactants [Br:1][C:2]1[CH:7]=[CH:6][C:5](F)=[CH:4][C:3]=1[Cl:9].[CH2:10]([S-:12])[CH3:11].[Na+], predict the reaction product. The product is: [Br:1][C:2]1[CH:7]=[CH:6][C:5]([S:12][CH2:10][CH3:11])=[CH:4][C:3]=1[Cl:9]. (3) Given the reactants [N:1]([CH:4]([C:6]1[CH:7]=[N:8][CH:9]=[CH:10][C:11]=1[C:12]1[C:17]2[S:18][CH:19]=[CH:20][C:16]=2[CH:15]=[CH:14][CH:13]=1)[CH3:5])=[N+]=[N-].C(O)=O.NN, predict the reaction product. The product is: [S:18]1[CH:19]=[CH:20][C:16]2[CH:15]=[CH:14][CH:13]=[C:12]([C:11]3[CH:10]=[CH:9][N:8]=[CH:7][C:6]=3[CH:4]([NH2:1])[CH3:5])[C:17]1=2. (4) Given the reactants Cl.[F:2][C:3]([F:23])([F:22])[C:4]1[CH:21]=[CH:20][CH:19]=[CH:18][C:5]=1[CH:6]([O:13][CH:14]1[CH2:17][NH:16][CH2:15]1)[C:7]1[CH:12]=[CH:11][CH:10]=[CH:9][CH:8]=1.[N-:24]=[C:25]=[O:26], predict the reaction product. The product is: [F:23][C:3]([F:2])([F:22])[C:4]1[CH:21]=[CH:20][CH:19]=[CH:18][C:5]=1[CH:6]([O:13][CH:14]1[CH2:17][N:16]([C:25]([NH:24][CH:4]2[CH2:21][CH2:20][CH2:19][CH2:18][CH2:5]2)=[O:26])[CH2:15]1)[C:7]1[CH:8]=[CH:9][CH:10]=[CH:11][CH:12]=1.